From a dataset of Full USPTO retrosynthesis dataset with 1.9M reactions from patents (1976-2016). Predict the reactants needed to synthesize the given product. (1) Given the product [F:29][C:19]([F:30])([C:20]1[CH:25]=[CH:24][CH:23]=[C:22]([N+:26]([O-:28])=[O:27])[CH:21]=1)[C:4]1[C:5]2[CH:10]=[CH:9][N:8]([CH2:11][O:12][CH2:13][CH2:14][Si:15]([CH3:18])([CH3:17])[CH3:16])[C:6]=2[N:7]=[C:2]([NH:42][C:41]2[CH:40]=[CH:39][C:38]([N:35]3[CH2:34][CH2:33][N:32]([CH3:31])[CH2:37][CH2:36]3)=[CH:44][CH:43]=2)[N:3]=1, predict the reactants needed to synthesize it. The reactants are: Cl[C:2]1[N:3]=[C:4]([C:19]([F:30])([F:29])[C:20]2[CH:25]=[CH:24][CH:23]=[C:22]([N+:26]([O-:28])=[O:27])[CH:21]=2)[C:5]2[CH:10]=[CH:9][N:8]([CH2:11][O:12][CH2:13][CH2:14][Si:15]([CH3:18])([CH3:17])[CH3:16])[C:6]=2[N:7]=1.[CH3:31][N:32]1[CH2:37][CH2:36][N:35]([C:38]2[CH:44]=[CH:43][C:41]([NH2:42])=[CH:40][CH:39]=2)[CH2:34][CH2:33]1. (2) Given the product [CH3:14][C:15]1[CH:10]=[CH:9][CH:8]=[C:24]([NH:19][C:8]#[C:9][C:10]2[CH:11]=[N:12][CH:13]=[CH:14][CH:15]=2)[CH:26]=1, predict the reactants needed to synthesize it. The reactants are: CC1C=CC([C:8]#[C:9][C:10]2[CH:11]=[N:12][CH:13]=[CH:14][CH:15]=2)=C([N+]([O-])=O)C=1.[NH4+:19].[Cl-].CCO[C:24]([CH3:26])=O. (3) Given the product [C:52]([NH:51][C:47]1[CH:46]=[C:45]([C:42]2[CH2:43][CH2:44][N:39]([CH2:38][CH2:37][CH2:36][NH:35][C:15]([N:14]3[C@@H:9]([C:4]4[CH:5]=[CH:6][C:7]([F:8])=[C:2]([F:1])[CH:3]=4)[C:10]([C:31]([O:33][CH3:34])=[O:32])=[C:11]([CH2:28][O:29][CH3:30])[NH:12][C:13]3=[O:27])=[O:16])[CH2:40][CH:41]=2)[CH:50]=[CH:49][CH:48]=1)(=[O:54])[CH3:53], predict the reactants needed to synthesize it. The reactants are: [F:1][C:2]1[CH:3]=[C:4]([C@@H:9]2[N:14]([C:15](OC3C=CC([N+]([O-])=O)=CC=3)=[O:16])[C:13](=[O:27])[NH:12][C:11]([CH2:28][O:29][CH3:30])=[C:10]2[C:31]([O:33][CH3:34])=[O:32])[CH:5]=[CH:6][C:7]=1[F:8].[NH2:35][CH2:36][CH2:37][CH2:38][N:39]1[CH2:44][CH:43]=[C:42]([C:45]2[CH:46]=[C:47]([NH:51][C:52](=[O:54])[CH3:53])[CH:48]=[CH:49][CH:50]=2)[CH2:41][CH2:40]1. (4) Given the product [Br:2][C:3]1[CH:12]=[CH:11][C:6]([C:7]([NH:9][NH:10][C:35]([NH:34][CH2:33][C@@H:30]2[CH2:31][CH2:32][N:28]([C:26]([CH:23]3[CH2:24][CH2:25]3)=[O:27])[CH2:29]2)=[O:36])=[O:8])=[C:5]([Cl:13])[CH:4]=1, predict the reactants needed to synthesize it. The reactants are: Cl.[Br:2][C:3]1[CH:12]=[CH:11][C:6]([C:7]([NH:9][NH2:10])=[O:8])=[C:5]([Cl:13])[CH:4]=1.CCN(C(C)C)C(C)C.[CH:23]1([C:26]([N:28]2[CH2:32][CH2:31][C@@H:30]([CH2:33][NH:34][C:35](N3C=CN=C3)=[O:36])[CH2:29]2)=[O:27])[CH2:25][CH2:24]1. (5) Given the product [NH2:23][CH2:22][CH2:21][NH:24][C:17]1[C:12]2=[N:11][N:10]([CH3:20])[C:9]([C:3]3[C:2]([Cl:1])=[CH:7][CH:6]=[CH:5][C:4]=3[Cl:8])=[C:13]2[N:14]=[C:15]([CH3:19])[N:16]=1, predict the reactants needed to synthesize it. The reactants are: [Cl:1][C:2]1[CH:7]=[CH:6][CH:5]=[C:4]([Cl:8])[C:3]=1[C:9]1[N:10]([CH3:20])[N:11]=[C:12]2[C:17](Cl)=[N:16][C:15]([CH3:19])=[N:14][C:13]=12.[CH2:21]([NH2:24])[CH2:22][NH2:23]. (6) The reactants are: [Cl:1][C:2]1[CH:3]=[C:4]2[C:9](=[CH:10][CH:11]=1)[NH:8][CH:7]([C:12]1[CH:13]=[C:14]([NH2:18])[CH:15]=[CH:16][CH:17]=1)[CH2:6][C:5]2([CH3:20])[CH3:19].[F:21][C:22]1[CH:23]=[C:24]([S:28](Cl)(=[O:30])=[O:29])[CH:25]=[CH:26][CH:27]=1. Given the product [Cl:1][C:2]1[CH:3]=[C:4]2[C:9](=[CH:10][CH:11]=1)[NH:8][CH:7]([C:12]1[CH:13]=[C:14]([NH:18][S:28]([C:24]3[CH:25]=[CH:26][CH:27]=[C:22]([F:21])[CH:23]=3)(=[O:30])=[O:29])[CH:15]=[CH:16][CH:17]=1)[CH2:6][C:5]2([CH3:20])[CH3:19], predict the reactants needed to synthesize it. (7) Given the product [CH:1]1([CH2:4][N:12]2[CH2:11][CH2:10][N:9]3[N:13]=[C:14]([C:16]([O:18][CH2:19][CH3:20])=[O:17])[CH:15]=[C:8]3[C:7]2=[O:6])[CH2:3][CH2:2]1, predict the reactants needed to synthesize it. The reactants are: [CH:1]1([CH2:4]Br)[CH2:3][CH2:2]1.[O:6]=[C:7]1[NH:12][CH2:11][CH2:10][N:9]2[N:13]=[C:14]([C:16]([O:18][CH2:19][CH3:20])=[O:17])[CH:15]=[C:8]12.C(=O)([O-])[O-].[Cs+].[Cs+]. (8) Given the product [Cl:1][C:2]1[CH:43]=[C:42]([Cl:44])[CH:41]=[CH:40][C:3]=1[CH2:4][O:5][C@H:6]1[C@H:18]([O:19][CH2:20][C:21]2[CH:26]=[CH:25][C:24]([Cl:27])=[CH:23][C:22]=2[Cl:28])[C@@H:17]([CH2:29][O:30][CH2:31][C:32]2[CH:37]=[CH:36][C:35]([Cl:38])=[CH:34][C:33]=2[Cl:39])[S:16][CH:7]1[O:47][C:45](=[O:48])[CH3:46], predict the reactants needed to synthesize it. The reactants are: [Cl:1][C:2]1[CH:43]=[C:42]([Cl:44])[CH:41]=[CH:40][C:3]=1[CH2:4][O:5][C@H:6]1[C@H:18]([O:19][CH2:20][C:21]2[CH:26]=[CH:25][C:24]([Cl:27])=[CH:23][C:22]=2[Cl:28])[C@@H:17]([CH2:29][O:30][CH2:31][C:32]2[CH:37]=[CH:36][C:35]([Cl:38])=[CH:34][C:33]=2[Cl:39])[S:16][CH:7]1SCC1C=CC=CC=1.[C:45]([OH:48])(=[O:47])[CH3:46]. (9) Given the product [Cl:22][C:23]1[CH:28]=[CH:27][C:26]([N:1]([C@H:2]2[C:11]3[C:6](=[CH:7][CH:8]=[CH:9][CH:10]=3)[N:5]([C:12](=[O:13])[C:14]3[CH:15]=[CH:16][C:17]([F:20])=[CH:18][CH:19]=3)[C@@H:4]([CH3:21])[CH2:3]2)[C:38](=[O:40])[CH3:39])=[CH:25][CH:24]=1, predict the reactants needed to synthesize it. The reactants are: [NH2:1][C@H:2]1[C:11]2[C:6](=[CH:7][CH:8]=[CH:9][CH:10]=2)[N:5]([C:12]([C:14]2[CH:19]=[CH:18][C:17]([F:20])=[CH:16][CH:15]=2)=[O:13])[C@@H:4]([CH3:21])[CH2:3]1.[Cl:22][C:23]1[CH:28]=[CH:27][C:26](B(O)O)=[CH:25][CH:24]=1.N1C=CC=CC=1.[C:38](OCC)(=[O:40])[CH3:39].